The task is: Predict the reactants needed to synthesize the given product.. This data is from Full USPTO retrosynthesis dataset with 1.9M reactions from patents (1976-2016). (1) Given the product [C:16]1([CH3:26])[CH:21]=[CH:20][C:19]([S:22]([OH:1])(=[O:24])=[O:23])=[CH:18][CH:17]=1.[OH:1][CH2:2][C@@H:3]1[NH:7][C:6](=[O:8])[CH2:5][CH2:4]1, predict the reactants needed to synthesize it. The reactants are: [OH:1][CH2:2][C@@H:3]1[NH:7][C:6](=[O:8])[CH2:5][CH2:4]1.C(N(CC)CC)C.[C:16]1([CH3:26])[CH:21]=[CH:20][C:19]([S:22](Cl)(=[O:24])=[O:23])=[CH:18][CH:17]=1. (2) Given the product [NH2:53][CH2:52][CH2:51][O:50][CH2:49][CH2:48][O:47][CH2:46][CH2:45][O:44][CH2:43][CH2:42][O:41][CH2:40][CH2:39][O:38][CH2:37][CH2:36][O:35][CH2:34][CH2:33][CH2:32][C:29]1[CH:30]=[CH:31][C:26]([S:23]([CH2:22][C:20]2[N:21]=[C:17]([C:14]3[CH:13]=[CH:12][C:11]([C:9]([NH:8][CH2:1][C:2]4[CH:7]=[CH:6][CH:5]=[CH:4][CH:3]=4)=[O:10])=[CH:16][CH:15]=3)[O:18][C:19]=2[CH3:61])(=[O:24])=[O:25])=[CH:27][CH:28]=1, predict the reactants needed to synthesize it. The reactants are: [CH2:1]([NH:8][C:9]([C:11]1[CH:16]=[CH:15][C:14]([C:17]2[O:18][C:19]([CH3:61])=[C:20]([CH2:22][S:23]([C:26]3[CH:31]=[CH:30][C:29]([CH2:32][CH2:33][CH2:34][O:35][CH2:36][CH2:37][O:38][CH2:39][CH2:40][O:41][CH2:42][CH2:43][O:44][CH2:45][CH2:46][O:47][CH2:48][CH2:49][O:50][CH2:51][CH2:52][NH:53]C(=O)OC(C)(C)C)=[CH:28][CH:27]=3)(=[O:25])=[O:24])[N:21]=2)=[CH:13][CH:12]=1)=[O:10])[C:2]1[CH:7]=[CH:6][CH:5]=[CH:4][CH:3]=1.C(Cl)Cl. (3) Given the product [Br:1][C:2]1[CH:3]=[C:4]([S:9]([NH:12][C:13]2[CH:14]=[N:15][CH:16]=[C:17]([Cl:20])[C:18]=2[OH:19])(=[O:11])=[O:10])[CH:5]=[N:6][CH:7]=1, predict the reactants needed to synthesize it. The reactants are: [Br:1][C:2]1[CH:3]=[C:4]([S:9]([NH:12][C:13]2[CH:14]=[N:15][CH:16]=[C:17]([Cl:20])[C:18]=2[OH:19])(=[O:11])=[O:10])[CH:5]=[N:6][C:7]=1Cl.BrC1C=C(S(Cl)(=O)=O)C=NC=1.BrC1C=C(S(Cl)(=O)=O)C=NC=1Cl. (4) Given the product [C:23]([C:2]1[CH:7]=[C:6]([OH:8])[CH:5]=[CH:4][C:3]=1[C:9]1[O:10][C:11]2[C:17]([C:20]#[N:21])=[CH:16][C:15]([OH:19])=[CH:14][C:12]=2[N:13]=1)#[N:24], predict the reactants needed to synthesize it. The reactants are: Cl[C:2]1[CH:7]=[C:6]([OH:8])[CH:5]=[CH:4][C:3]=1[C:9]1[O:10][C:11]2[C:17](I)=[CH:16][C:15]([OH:19])=[CH:14][C:12]=2[N:13]=1.[C:20]([Cu])#[N:21].[CH3:23][N:24](C=O)C. (5) Given the product [C:1]([O:5][C:6](=[O:15])[NH:7][C@H:8]1[CH2:12][CH2:11][C@H:10]([CH2:13][I:40])[CH2:9]1)([CH3:4])([CH3:3])[CH3:2], predict the reactants needed to synthesize it. The reactants are: [C:1]([O:5][C:6](=[O:15])[NH:7][C@H:8]1[CH2:12][CH2:11][C@H:10]([CH2:13]O)[CH2:9]1)([CH3:4])([CH3:3])[CH3:2].N1C=CN=C1.C1(P(C2C=CC=CC=2)C2C=CC=CC=2)C=CC=CC=1.[I:40]I. (6) Given the product [Si:21]([O:28][C@@H:29]([CH2:36][CH2:37][O:38][Si:39]([C:42]([CH3:43])([CH3:45])[CH3:44])([CH3:40])[CH3:41])[C@H:30]([CH3:35])/[CH:31]=[CH:32]/[CH2:33][O:34][C:1]([C:14]1[CH:19]=[CH:18][CH:17]=[CH:16][CH:15]=1)([C:8]1[CH:13]=[CH:12][CH:11]=[CH:10][CH:9]=1)[C:2]1[CH:7]=[CH:6][CH:5]=[CH:4][CH:3]=1)([C:24]([CH3:25])([CH3:26])[CH3:27])([CH3:23])[CH3:22], predict the reactants needed to synthesize it. The reactants are: [C:1](Cl)([C:14]1[CH:19]=[CH:18][CH:17]=[CH:16][CH:15]=1)([C:8]1[CH:13]=[CH:12][CH:11]=[CH:10][CH:9]=1)[C:2]1[CH:7]=[CH:6][CH:5]=[CH:4][CH:3]=1.[Si:21]([O:28][C@@H:29]([CH2:36][CH2:37][O:38][Si:39]([C:42]([CH3:45])([CH3:44])[CH3:43])([CH3:41])[CH3:40])[C@H:30]([CH3:35])/[CH:31]=[CH:32]/[CH2:33][OH:34])([C:24]([CH3:27])([CH3:26])[CH3:25])([CH3:23])[CH3:22].